This data is from Forward reaction prediction with 1.9M reactions from USPTO patents (1976-2016). The task is: Predict the product of the given reaction. (1) Given the reactants O(Cl)Cl.[P+5].[NH2:5][C:6]1[CH:35]=[CH:34][CH:33]=[C:32]([F:36])[C:7]=1[O:8][CH2:9][C@H:10]1[O:15][CH2:14][C@@H:13]([CH2:16][O:17][Si:18]([C:21]([CH3:24])([CH3:23])[CH3:22])([CH3:20])[CH3:19])[N:12]([C:25]([O:27][C:28]([CH3:31])([CH3:30])[CH3:29])=[O:26])[CH2:11]1.[C:37]([O:41][C:42]([NH:44][C@H:45]([C:61](O)=[O:62])[CH:46]([C:54]1[CH:59]=[CH:58][C:57]([F:60])=[CH:56][CH:55]=1)[C:47]1[CH:52]=[CH:51][C:50]([F:53])=[CH:49][CH:48]=1)=[O:43])([CH3:40])([CH3:39])[CH3:38], predict the reaction product. The product is: [C:37]([O:41][C:42]([NH:44][C@H:45]([C:61]([NH:5][C:6]1[CH:35]=[CH:34][CH:33]=[C:32]([F:36])[C:7]=1[O:8][CH2:9][C@H:10]1[O:15][CH2:14][C@@H:13]([CH2:16][O:17][Si:18]([C:21]([CH3:22])([CH3:23])[CH3:24])([CH3:20])[CH3:19])[N:12]([C:25]([O:27][C:28]([CH3:29])([CH3:30])[CH3:31])=[O:26])[CH2:11]1)=[O:62])[CH:46]([C:54]1[CH:59]=[CH:58][C:57]([F:60])=[CH:56][CH:55]=1)[C:47]1[CH:52]=[CH:51][C:50]([F:53])=[CH:49][CH:48]=1)=[O:43])([CH3:39])([CH3:40])[CH3:38]. (2) Given the reactants [NH2:1][C:2]1[N:7]=[CH:6][N:5]=[C:4]2[N:8]([C@@H:11]3[O:26][C@H:25]([CH2:27][O:28]CC4C=CC(Cl)=CC=4Cl)[C@@H:14]([O:15]CC4C=CC(Cl)=CC=4Cl)[C@@:12]3([CH3:38])[OH:13])[N:9]=[CH:10][C:3]=12.B(Cl)(Cl)Cl, predict the reaction product. The product is: [NH2:1][C:2]1[N:7]=[CH:6][N:5]=[C:4]2[N:8]([C@@H:11]3[O:26][C@H:25]([CH2:27][OH:28])[C@@H:14]([OH:15])[C@@:12]3([CH3:38])[OH:13])[N:9]=[CH:10][C:3]=12.